Dataset: Forward reaction prediction with 1.9M reactions from USPTO patents (1976-2016). Task: Predict the product of the given reaction. (1) Given the reactants [CH3:1][O:2][CH2:3][CH2:4][O:5][C:6]1[CH:7]=[C:8]2[C:20]([NH:21][C:22]3[CH:23]=[CH:24][CH:25]=[C:26]([C:28]#[CH:29])[CH:27]=3)=[N:19][CH:18]=[N:17][C:9]2=[CH:10][C:11]=1[O:12][CH2:13][CH2:14][O:15][CH3:16].C(OC(C)C)(=O)C.[ClH:37].C(OCC)(=O)C, predict the reaction product. The product is: [CH3:1][O:2][CH2:3][CH2:4][O:5][C:6]1[CH:7]=[C:8]2[C:20]([NH:21][C:22]3[CH:23]=[CH:24][CH:25]=[C:26]([C:28]#[CH:29])[CH:27]=3)=[N:19][CH:18]=[N:17][C:9]2=[CH:10][C:11]=1[O:12][CH2:13][CH2:14][O:15][CH3:16].[ClH:37]. (2) The product is: [CH3:19][C:20]1[N:18]=[C:17]([OH:28])[C:3]2[N:4]([CH3:16])[CH:5]=[C:6]([C:7]3[C:12]([CH3:13])=[CH:11][C:10]([CH3:14])=[CH:9][C:8]=3[CH3:15])[C:2]=2[N:1]=1. Given the reactants [NH2:1][C:2]1[C:6]([C:7]2[C:12]([CH3:13])=[CH:11][C:10]([CH3:14])=[CH:9][C:8]=2[CH3:15])=[CH:5][N:4]([CH3:16])[C:3]=1[C:17]#[N:18].[C:19](OC(=O)C)(=O)[CH3:20].C(O)(=[O:28])C, predict the reaction product. (3) Given the reactants [N:1]1[CH:6]=[CH:5][CH:4]=[CH:3][C:2]=1[C:7]1[N:15]2[C:10]([CH:11]=[CH:12][CH:13]=[CH:14]2)=[CH:9][C:8]=1[CH:16]([NH2:18])[CH3:17].Cl[C:20]1[N:25]=[CH:24][N:23]=[C:22]([NH2:26])[C:21]=1[CH3:27].CCN(C(C)C)C(C)C, predict the reaction product. The product is: [CH3:27][C:21]1[C:20]([NH:18][CH:16]([C:8]2[CH:9]=[C:10]3[N:15]([C:7]=2[C:2]2[CH:3]=[CH:4][CH:5]=[CH:6][N:1]=2)[CH:14]=[CH:13][CH:12]=[CH:11]3)[CH3:17])=[N:25][CH:24]=[N:23][C:22]=1[NH2:26].